Dataset: Catalyst prediction with 721,799 reactions and 888 catalyst types from USPTO. Task: Predict which catalyst facilitates the given reaction. (1) Reactant: [N:1]([CH2:4][CH:5]1[O:12][C@@H:11]2[C@@H:7]([O:8][C@H:9]([CH2:14][OH:15])[C@H:10]2[OH:13])[CH2:6]1)=[N+:2]=[N-:3].[CH2:16](Br)[C:17]1[CH:22]=[CH:21][CH:20]=[CH:19][CH:18]=1.[H-].[Na+]. Product: [N:1]([CH2:4][CH:5]1[O:12][C@@H:11]2[C@@H:7]([O:8][C@H:9]([CH2:14][O:15][CH2:16][C:17]3[CH:22]=[CH:21][CH:20]=[CH:19][CH:18]=3)[C@H:10]2[O:13][CH2:16][C:17]2[CH:22]=[CH:21][CH:20]=[CH:19][CH:18]=2)[CH2:6]1)=[N+:2]=[N-:3]. The catalyst class is: 3. (2) Reactant: Cl[C:2]1[N:7]=[C:6]([Cl:8])[N:5]=[C:4]2[NH:9][N:10]=[CH:11][C:3]=12.[C:12](=O)([O-])[O-:13].[Cs+].[Cs+].CO. Product: [Cl:8][C:6]1[N:5]=[C:4]2[NH:9][N:10]=[CH:11][C:3]2=[C:2]([O:13][CH3:12])[N:7]=1. The catalyst class is: 1. (3) Reactant: [CH3:1][N:2]1[C:7]2[CH:8]=[CH:9][CH:10]=[CH:11][C:6]=2[O:5][CH:4]([CH2:12][OH:13])[CH2:3]1.C(N(CC)CC)C.[CH3:21][S:22](Cl)(=[O:24])=[O:23].O. Product: [CH3:21][S:22]([O:13][CH2:12][CH:4]1[CH2:3][N:2]([CH3:1])[C:7]2[CH:8]=[CH:9][CH:10]=[CH:11][C:6]=2[O:5]1)(=[O:24])=[O:23]. The catalyst class is: 4. (4) Reactant: [C:1]([C:5]1[C:29]([CH3:30])=[C:8]2[N:9]=[C:10]([CH3:28])[C:11]([CH:20]([CH2:25][CH2:26][CH3:27])[C:21]([O:23]C)=[O:22])=[C:12]([C:13]3[CH:18]=[CH:17][C:16]([CH3:19])=[CH:15][CH:14]=3)[N:7]2[N:6]=1)([CH3:4])([CH3:3])[CH3:2].[OH-].[Na+]. Product: [C:1]([C:5]1[C:29]([CH3:30])=[C:8]2[N:9]=[C:10]([CH3:28])[C:11]([CH:20]([CH2:25][CH2:26][CH3:27])[C:21]([OH:23])=[O:22])=[C:12]([C:13]3[CH:18]=[CH:17][C:16]([CH3:19])=[CH:15][CH:14]=3)[N:7]2[N:6]=1)([CH3:2])([CH3:4])[CH3:3]. The catalyst class is: 5. (5) Reactant: [CH2:1]([C:8]1[CH:16]=[CH:15][C:11]([C:12]([OH:14])=O)=[CH:10][CH:9]=1)[C:2]1[CH:7]=[CH:6][CH:5]=[CH:4][CH:3]=1.ON1C2C=CC=CC=2N=N1.C(N=C=NCCCN(C)C)C.[Si]([O:45][CH2:46][C:47]1[S:51][CH:50]=[C:49]([C:52](=[N:54]O)[NH2:53])[CH:48]=1)(C(C)(C)C)(C)C.[F-].C([N+](CCCC)(CCCC)CCCC)CCC. Product: [CH2:1]([C:8]1[CH:9]=[CH:10][C:11]([C:12]2[O:14][N:54]=[C:52]([C:49]3[CH:48]=[C:47]([CH2:46][OH:45])[S:51][CH:50]=3)[N:53]=2)=[CH:15][CH:16]=1)[C:2]1[CH:3]=[CH:4][CH:5]=[CH:6][CH:7]=1. The catalyst class is: 7. (6) Reactant: [OH:1][CH2:2][C:3]1[N:8]=[CH:7][C:6]2[N:9]=[CH:10][N:11]([C:12]3[S:16][C:15]([C:17]([NH2:19])=[O:18])=[C:14]([O:20][C@H:21]([C:23]4[CH:28]=[CH:27][CH:26]=[CH:25][C:24]=4[C:29]([F:32])([F:31])[F:30])[CH3:22])[CH:13]=3)[C:5]=2[CH:4]=1.[CH3:33][S:34](Cl)(=[O:36])=[O:35].C(N(CC)CC)C. Product: [CH3:33][S:34]([O:1][CH2:2][C:3]1[N:8]=[CH:7][C:6]2[N:9]=[CH:10][N:11]([C:12]3[S:16][C:15]([C:17](=[O:18])[NH2:19])=[C:14]([O:20][C@H:21]([C:23]4[CH:28]=[CH:27][CH:26]=[CH:25][C:24]=4[C:29]([F:30])([F:31])[F:32])[CH3:22])[CH:13]=3)[C:5]=2[CH:4]=1)(=[O:36])=[O:35]. The catalyst class is: 4.